This data is from Forward reaction prediction with 1.9M reactions from USPTO patents (1976-2016). The task is: Predict the product of the given reaction. Given the reactants [Cl:1][C:2]1[C:3]([O:29][C:30]2[CH:31]=[C:32]([C:43]3[CH:48]=[CH:47][C:46]([F:49])=[CH:45][CH:44]=3)[C:33]([Cl:42])=[CH:34][C:35]=2[C:36]2[CH:41]=[CH:40][N:39]=[N:38][CH:37]=2)=[CH:4][C:5]([F:28])=[C:6]([S:8]([N:11](CC2C=CC(OC)=CC=2OC)[C:12]2[S:13][CH:14]=[N:15][N:16]=2)(=[O:10])=[O:9])[CH:7]=1.CO, predict the reaction product. The product is: [Cl:1][C:2]1[C:3]([O:29][C:30]2[CH:31]=[C:32]([C:43]3[CH:48]=[CH:47][C:46]([F:49])=[CH:45][CH:44]=3)[C:33]([Cl:42])=[CH:34][C:35]=2[C:36]2[CH:41]=[CH:40][N:39]=[N:38][CH:37]=2)=[CH:4][C:5]([F:28])=[C:6]([S:8]([NH:11][C:12]2[S:13][CH:14]=[N:15][N:16]=2)(=[O:10])=[O:9])[CH:7]=1.